This data is from Full USPTO retrosynthesis dataset with 1.9M reactions from patents (1976-2016). The task is: Predict the reactants needed to synthesize the given product. (1) The reactants are: [Cl:1][C:2]1[CH:7]=[CH:6][C:5]([CH:8]2[CH2:13][CH2:12][CH2:11][NH:10][CH2:9]2)=[CH:4][CH:3]=1. Given the product [Cl:1][C:2]1[CH:3]=[CH:4][C:5]([C@@H:8]2[CH2:13][CH2:12][CH2:11][NH:10][CH2:9]2)=[CH:6][CH:7]=1, predict the reactants needed to synthesize it. (2) Given the product [CH3:32][S:31]([C:16]1[C:17]2[C:22](=[CH:21][C:20]([C:23]([N:25]3[CH2:30][CH2:29][O:28][CH2:27][CH2:26]3)=[O:24])=[CH:19][CH:18]=2)[N:14]([C:11]2[N:10]=[CH:9][C:8]([C:38]3[CH:39]=[C:34]([CH3:33])[CH:35]=[CH:36][CH:37]=3)=[CH:13][N:12]=2)[N:15]=1)=[O:2], predict the reactants needed to synthesize it. The reactants are: C(=O)([O-])[O-:2].[K+].[K+].Br[C:8]1[CH:9]=[N:10][C:11]([N:14]2[C:22]3[C:17](=[CH:18][CH:19]=[C:20]([C:23]([N:25]4[CH2:30][CH2:29][O:28][CH2:27][CH2:26]4)=[O:24])[CH:21]=3)[C:16]([S:31][CH3:32])=[N:15]2)=[N:12][CH:13]=1.[CH3:33][C:34]1[CH:35]=[C:36](B(O)O)[CH:37]=[CH:38][CH:39]=1.